From a dataset of Forward reaction prediction with 1.9M reactions from USPTO patents (1976-2016). Predict the product of the given reaction. (1) The product is: [Br:17][C:12]1[CH:11]=[C:10]([NH:9][C:7](=[O:8])[C:6]2[CH:18]=[CH:19][C:3]([CH2:2][N:34]3[CH2:35][CH2:36][N:31]([CH3:30])[CH2:32][CH2:33]3)=[C:4]([C:20]([F:23])([F:22])[F:21])[CH:5]=2)[CH:15]=[CH:14][C:13]=1[CH3:16]. Given the reactants Br[CH2:2][C:3]1[CH:19]=[CH:18][C:6]([C:7]([NH:9][C:10]2[CH:15]=[CH:14][C:13]([CH3:16])=[C:12]([Br:17])[CH:11]=2)=[O:8])=[CH:5][C:4]=1[C:20]([F:23])([F:22])[F:21].C(=O)([O-])[O-].[K+].[K+].[CH3:30][N:31]1[CH2:36][CH2:35][NH:34][CH2:33][CH2:32]1, predict the reaction product. (2) Given the reactants C([O:5][C:6]([C:8]1[NH:17][C:16]2[CH2:15][CH2:14][CH2:13][N:12]([CH2:18][CH2:19][N:20]([CH3:22])[CH3:21])[C:11](=[O:23])[C:10]=2[C:9]=1[CH3:24])=O)(C)(C)C.FC(F)(F)C(O)=O.C(OC(OCC)OCC)C, predict the reaction product. The product is: [CH3:22][N:20]([CH3:21])[CH2:19][CH2:18][N:12]1[CH2:13][CH2:14][CH2:15][C:16]2[NH:17][C:8]([CH:6]=[O:5])=[C:9]([CH3:24])[C:10]=2[C:11]1=[O:23]. (3) Given the reactants [NH2:1][C:2]([NH:4][C:5]1[NH:6][C:7]([C:13]2[CH:18]=[CH:17][C:16](Br)=[CH:15][CH:14]=2)=[CH:8][C:9]=1[C:10]([NH2:12])=[O:11])=[O:3].C(=O)([O-])[O-].[Na+].[Na+].[C:26]1([C:32]#[CH:33])[CH:31]=[CH:30][CH:29]=[CH:28][CH:27]=1.O, predict the reaction product. The product is: [NH2:1][C:2]([NH:4][C:5]1[NH:6][C:7]([C:13]2[CH:18]=[CH:17][C:16]([C:33]#[C:32][C:26]3[CH:31]=[CH:30][CH:29]=[CH:28][CH:27]=3)=[CH:15][CH:14]=2)=[CH:8][C:9]=1[C:10]([NH2:12])=[O:11])=[O:3]. (4) Given the reactants C(O[C:4]([C:6]1[CH:7]=[C:8]2[C:13](=[CH:14][C:15]=1[C:16]([O:18]CC)=[O:17])[N:12]=[CH:11][CH:10]=[N:9]2)=[O:5])C.[OH-].[K+].O, predict the reaction product. The product is: [N:9]1[C:8]2[CH:7]=[C:6]3[C:4](=[O:5])[O:18][C:16](=[O:17])[C:15]3=[CH:14][C:13]=2[N:12]=[CH:11][CH:10]=1. (5) Given the reactants [CH3:1][C@@H:2]1[NH:7][CH2:6][CH2:5][N:4]([S:8]([C:11]2[CH:16]=[CH:15][C:14]([C:17]([F:20])([F:19])[F:18])=[CH:13][CH:12]=2)(=[O:10])=[O:9])[CH2:3]1.[N:21]1[CH:26]=[CH:25][CH:24]=[CH:23][C:22]=1[C:27]([OH:29])=[O:28].C1C=CC2N(O)N=NC=2C=1.O.CN(C(ON1N=NC2C=CC=CC1=2)=[N+](C)C)C.F[P-](F)(F)(F)(F)F.CCN(C(C)C)C(C)C, predict the reaction product. The product is: [CH:27]([OH:29])=[O:28].[CH3:1][C@H:2]1[CH2:3][N:4]([S:8]([C:11]2[CH:12]=[CH:13][C:14]([C:17]([F:20])([F:18])[F:19])=[CH:15][CH:16]=2)(=[O:9])=[O:10])[CH2:5][CH2:6][N:7]1[C:27]([C:22]1[CH:23]=[CH:24][CH:25]=[CH:26][N:21]=1)=[O:28]. (6) Given the reactants [NH2:1][C:2]1[N:7]=[CH:6][N:5]=[C:4]2[N:8]([C:12]3[CH:17]=[CH:16][N+:15]([O-:18])=[CH:14][CH:13]=3)[N:9]=[C:10](I)[C:3]=12.[CH3:19][O:20][C:21]1[CH:26]=[C:25](B2OC(C)(C)C(C)(C)O2)[CH:24]=[CH:23][C:22]=1[NH:36][C:37]([C:39]1[N:40]([CH3:48])[C:41]2[C:46]([CH:47]=1)=[CH:45][CH:44]=[CH:43][CH:42]=2)=[O:38].C(=O)([O-])[O-].[Na+].[Na+], predict the reaction product. The product is: [NH2:1][C:2]1[N:7]=[CH:6][N:5]=[C:4]2[N:8]([C:12]3[CH:17]=[CH:16][N+:15]([O-:18])=[CH:14][CH:13]=3)[N:9]=[C:10]([C:25]3[CH:24]=[CH:23][C:22]([NH:36][C:37]([C:39]4[N:40]([CH3:48])[C:41]5[C:46]([CH:47]=4)=[CH:45][CH:44]=[CH:43][CH:42]=5)=[O:38])=[C:21]([O:20][CH3:19])[CH:26]=3)[C:3]=12.